Dataset: Forward reaction prediction with 1.9M reactions from USPTO patents (1976-2016). Task: Predict the product of the given reaction. (1) Given the reactants [H-].[Na+].[O:3]1[CH2:8][CH2:7][CH:6]([OH:9])[CH2:5][CH2:4]1.[N+](C1C=CC([O:19][C:20]([N:22]2[CH2:27][CH2:26][CH:25]([N:28]([CH:42]3[CH2:44][CH2:43]3)[C:29](=[O:41])[C:30]3[CH:35]=[CH:34][C:33]([C:36]4[O:40][CH:39]=[N:38][CH:37]=4)=[CH:32][CH:31]=3)[CH2:24][CH2:23]2)=O)=CC=1)([O-])=O.C([O-])([O-])=O.[K+].[K+], predict the reaction product. The product is: [O:3]1[CH2:8][CH2:7][CH:6]([O:9][C:20]([N:22]2[CH2:23][CH2:24][CH:25]([N:28]([CH:42]3[CH2:44][CH2:43]3)[C:29](=[O:41])[C:30]3[CH:31]=[CH:32][C:33]([C:36]4[O:40][CH:39]=[N:38][CH:37]=4)=[CH:34][CH:35]=3)[CH2:26][CH2:27]2)=[O:19])[CH2:5][CH2:4]1. (2) Given the reactants [NH2:1][C:2]1[CH:7]=[CH:6][C:5]([C:8]2[CH:13]=[CH:12][C:11]([C:14]([F:17])([F:16])[F:15])=[CH:10][CH:9]=2)=[CH:4][C:3]=1[O:18][CH2:19][CH2:20][C:21]([OH:23])=O.Cl.CN(C)CCCN=C=NCC, predict the reaction product. The product is: [F:15][C:14]([F:17])([F:16])[C:11]1[CH:12]=[CH:13][C:8]([C:5]2[CH:6]=[CH:7][C:2]3[NH:1][C:21](=[O:23])[CH2:20][CH2:19][O:18][C:3]=3[CH:4]=2)=[CH:9][CH:10]=1. (3) The product is: [CH3:1][O:2][C:3]1[CH:4]=[C:5]2[C:10](=[CH:11][CH:12]=1)[C:9]([OH:13])=[C:8]([C:15]1[CH:20]=[CH:19][C:18]([S:21][CH3:22])=[CH:17][CH:16]=1)[CH:7]=[CH:6]2. Given the reactants [CH3:1][O:2][C:3]1[CH:4]=[C:5]2[C:10](=[CH:11][CH:12]=1)[C:9](=[O:13])[CH2:8][CH2:7][CH2:6]2.Br[C:15]1[CH:20]=[CH:19][C:18]([S:21][CH3:22])=[CH:17][CH:16]=1.C1(P(C2CCCCC2)C2C=CC=CC=2C2C=CC=CC=2N(C)C)CCCCC1.CC(C)([O-])C.[Na+].Cl, predict the reaction product. (4) Given the reactants [C:1]([O:9][CH2:10][CH2:11][N:12]1[C:20]2[C:19]([NH:21][C:22]3[CH:23]=[C:24]4[C:28](=[CH:29][CH:30]=3)[N:27]([CH2:31][CH:32]3[CH2:37][CH2:36][N:35](C(OC(C)(C)C)=O)[CH2:34][CH2:33]3)[CH:26]=[CH:25]4)=[N:18][CH:17]=[N:16][C:15]=2[CH:14]=[CH:13]1)(=[O:8])[C:2]1[CH:7]=[CH:6][CH:5]=[CH:4][CH:3]=1.[ClH:45].CO, predict the reaction product. The product is: [ClH:45].[ClH:45].[C:1]([O:9][CH2:10][CH2:11][N:12]1[C:20]2[C:19]([NH:21][C:22]3[CH:23]=[C:24]4[C:28](=[CH:29][CH:30]=3)[N:27]([CH2:31][CH:32]3[CH2:33][CH2:34][NH:35][CH2:36][CH2:37]3)[CH:26]=[CH:25]4)=[N:18][CH:17]=[N:16][C:15]=2[CH:14]=[CH:13]1)(=[O:8])[C:2]1[CH:7]=[CH:6][CH:5]=[CH:4][CH:3]=1. (5) Given the reactants C([O:8][N:9]1[C:14]2[N:15]=[CH:16][N:17]=[C:18]([CH3:19])[C:13]=2[C:12]([NH:20][CH2:21][C:22]2[CH:27]=[CH:26][C:25]([CH3:28])=[CH:24][CH:23]=2)=[CH:11][C:10]1=[O:29])C1C=CC=CC=1.CO.[H][H], predict the reaction product. The product is: [OH:8][N:9]1[C:14]2[N:15]=[CH:16][N:17]=[C:18]([CH3:19])[C:13]=2[C:12]([NH:20][CH2:21][C:22]2[CH:27]=[CH:26][C:25]([CH3:28])=[CH:24][CH:23]=2)=[CH:11][C:10]1=[O:29]. (6) Given the reactants O[CH2:2][CH2:3][CH2:4][CH2:5][O:6][CH2:7][CH2:8][N:9]([CH:13]1[CH2:18][CH2:17][N:16]([CH2:19][C:20]2[CH:25]=[CH:24][CH:23]=[CH:22][CH:21]=2)[CH2:15][CH2:14]1)[CH:10]([CH3:12])[CH3:11].[Br:26]P(Br)(C1C=CC=CC=1)(C1C=CC=CC=1)C1C=CC=CC=1, predict the reaction product. The product is: [Br:26][CH2:2][CH2:3][CH2:4][CH2:5][O:6][CH2:7][CH2:8][N:9]([CH:13]1[CH2:18][CH2:17][N:16]([CH2:19][C:20]2[CH:25]=[CH:24][CH:23]=[CH:22][CH:21]=2)[CH2:15][CH2:14]1)[CH:10]([CH3:12])[CH3:11].